Dataset: hERG potassium channel inhibition data for cardiac toxicity prediction from Karim et al.. Task: Regression/Classification. Given a drug SMILES string, predict its toxicity properties. Task type varies by dataset: regression for continuous values (e.g., LD50, hERG inhibition percentage) or binary classification for toxic/non-toxic outcomes (e.g., AMES mutagenicity, cardiotoxicity, hepatotoxicity). Dataset: herg_karim. The molecule is O=C(O)COc1ccc2ncc(F)c(CCC34CCC(NCc5ccc6c(n5)NC(=O)CO6)(CC3)CO4)c2n1. The result is 0 (non-blocker).